From a dataset of Full USPTO retrosynthesis dataset with 1.9M reactions from patents (1976-2016). Predict the reactants needed to synthesize the given product. (1) Given the product [F:1][C:2]([F:9])([C:5]([F:8])([F:7])[F:6])[CH2:3][O:4][C:24]1[N:25]([C:35]2[CH:36]=[CH:37][C:38]([O:41][CH2:42][C:43]([F:45])([F:44])[F:46])=[CH:39][CH:40]=2)[C:26](=[O:34])[C:27]2[CH2:32][C:31](=[O:33])[NH:30][C:28]=2[N:29]=1, predict the reactants needed to synthesize it. The reactants are: [F:1][C:2]([F:9])([C:5]([F:8])([F:7])[F:6])[CH2:3][OH:4].N12CCCN=C1CCCCC2.CS([C:24]1[N:25]([C:35]2[CH:40]=[CH:39][C:38]([O:41][CH2:42][C:43]([F:46])([F:45])[F:44])=[CH:37][CH:36]=2)[C:26](=[O:34])[C:27]2[CH2:32][C:31](=[O:33])[NH:30][C:28]=2[N:29]=1)=O. (2) Given the product [CH3:1][O:2][C:3]1[CH:12]=[C:11]2[C:6]([C:7]([O:13][C:14]3[C:15]([CH3:24])=[N:16][C:17]4[C:22]([CH:23]=3)=[CH:21][CH:20]=[CH:19][CH:18]=4)=[CH:8][CH:9]=[N:10]2)=[CH:5][C:4]=1[O:25][CH2:26][CH:27]([OH:33])[CH2:29][OH:28], predict the reactants needed to synthesize it. The reactants are: [CH3:1][O:2][C:3]1[CH:12]=[C:11]2[C:6]([C:7]([O:13][C:14]3[C:15]([CH3:24])=[N:16][C:17]4[C:22]([CH:23]=3)=[CH:21][CH:20]=[CH:19][CH:18]=4)=[CH:8][CH:9]=[N:10]2)=[CH:5][C:4]=1[O:25][CH2:26][CH:27]1[CH2:29][O:28]1.FC(F)(F)C(O)=[O:33].[OH-].[Na+]. (3) Given the product [C:3]1([CH2:2][CH2:1][NH:9][C:19](=[O:20])[C:18]([F:29])([F:28])[F:17])[CH:8]=[CH:7][CH:6]=[CH:5][CH:4]=1, predict the reactants needed to synthesize it. The reactants are: [CH2:1]([NH2:9])[CH2:2][C:3]1[CH:8]=[CH:7][CH:6]=[CH:5][CH:4]=1.C(N(CC)CC)C.[F:17][C:18]([F:29])([F:28])[C:19](O[C:19](=[O:20])[C:18]([F:29])([F:28])[F:17])=[O:20]. (4) The reactants are: [Br:1][C:2]1[CH:3]=[N:4][C:5]2[C:10]([CH:11]=1)=[C:9]([F:12])[C:8]([CH2:13][C:14]([OH:16])=O)=[CH:7][CH:6]=2.O.[NH2:18][NH2:19]. Given the product [Br:1][C:2]1[CH:3]=[N:4][C:5]2[C:10]([CH:11]=1)=[C:9]([F:12])[C:8]([CH2:13][C:14]([NH:18][NH2:19])=[O:16])=[CH:7][CH:6]=2, predict the reactants needed to synthesize it. (5) Given the product [Br:1][C:2]1[N:3]=[CH:4][C:5]([O:8][CH2:14][CH:15]2[CH2:20][CH2:19][N:18]([C:21]([O:23][CH:24]([CH3:26])[CH3:25])=[O:22])[CH2:17][CH2:16]2)=[N:6][CH:7]=1, predict the reactants needed to synthesize it. The reactants are: [Br:1][C:2]1[N:3]=[CH:4][C:5]([OH:8])=[N:6][CH:7]=1.CS(O[CH2:14][CH:15]1[CH2:20][CH2:19][N:18]([C:21]([O:23][CH:24]([CH3:26])[CH3:25])=[O:22])[CH2:17][CH2:16]1)(=O)=O.C([O-])([O-])=O.[K+].[K+].O. (6) Given the product [CH:11]([OH:10])=[O:29].[Cl:81][C:78]1[S:77][C:76]([S:73]([NH:72][C:64]2[C:65]3[C:70](=[CH:69][CH:68]=[CH:67][C:66]=3[OH:71])[N:1]([CH2:5][C:4]3[CH:9]=[C:8]([CH2:7][NH:6][C:38]([CH:33]4[CH2:34][O:35][CH2:36][CH2:37][NH:32]4)=[O:40])[CH:42]=[CH:41][CH:43]=3)[N:2]=2)(=[O:75])=[O:74])=[CH:80][CH:79]=1, predict the reactants needed to synthesize it. The reactants are: [N:1]1([O:10][C:11](N(C)C)=[N+](C)C)[C:5]2[N:6]=[CH:7][CH:8]=[CH:9][C:4]=2N=[N:2]1.F[P-](F)(F)(F)(F)F.C([O:29]C([N:32]1[CH2:37][CH2:36][O:35][CH2:34][CH:33]1[C:38]([OH:40])=O)=O)(C)(C)C.[CH:41](N(CC)C(C)C)([CH3:43])[CH3:42].C(O)=O.NCC1C=C(CN2[C:70]3[C:65](=[C:66]([OH:71])[CH:67]=[CH:68][CH:69]=3)[C:64]([NH:72][S:73]([C:76]3[S:77][C:78]([Cl:81])=[CH:79][CH:80]=3)(=[O:75])=[O:74])=N2)C=CC=1.ClC1SC(S(NC2C3C(=CC=CC=3O)N(CC3C=C(CNC(C4COCCN4C(OC(C)(C)C)=O)=O)C=CC=3)N=2)(=O)=O)=CC=1.Cl.O1CCOCC1. (7) Given the product [CH3:1][O:2][C:3](=[O:19])[C@@H:4]([NH:8][C:9](=[O:18])[C:10]1[C:11]([Cl:17])=[CH:12][CH:13]=[CH:14][C:15]=1[Cl:16])[CH2:5]/[CH:6]=[CH:7]/[C:21]1[CH:26]=[CH:25][C:24]([N:27]([CH:34]([CH3:36])[CH3:35])[C:28]2[N:29]=[CH:30][CH:31]=[CH:32][N:33]=2)=[CH:23][CH:22]=1, predict the reactants needed to synthesize it. The reactants are: [CH3:1][O:2][C:3](=[O:19])[C@@H:4]([NH:8][C:9](=[O:18])[C:10]1[C:15]([Cl:16])=[CH:14][CH:13]=[CH:12][C:11]=1[Cl:17])[CH2:5][CH:6]=[CH2:7].I[C:21]1[CH:26]=[CH:25][C:24]([N:27]([CH:34]([CH3:36])[CH3:35])[C:28]2[N:33]=[CH:32][CH:31]=[CH:30][N:29]=2)=[CH:23][CH:22]=1.C(=O)([O-])[O-].[K+].[K+].C(OCC)(=O)C.